The task is: Regression. Given a peptide amino acid sequence and an MHC pseudo amino acid sequence, predict their binding affinity value. This is MHC class I binding data.. This data is from Peptide-MHC class I binding affinity with 185,985 pairs from IEDB/IMGT. (1) The peptide sequence is YIWIKNLET. The MHC is HLA-A68:02 with pseudo-sequence HLA-A68:02. The binding affinity (normalized) is 0.0412. (2) The peptide sequence is RARKRGITM. The MHC is HLA-A02:06 with pseudo-sequence HLA-A02:06. The binding affinity (normalized) is 0.0847.